The task is: Predict the reactants needed to synthesize the given product.. This data is from Full USPTO retrosynthesis dataset with 1.9M reactions from patents (1976-2016). (1) Given the product [Cl:1][C:2]1[C:7]([C:26]#[C:25][C:22]2[CH:23]=[CH:24][C:19]([Cl:18])=[CH:20][CH:21]=2)=[CH:6][N:5]=[C:4]([N:9]=[CH:10][N:11]([CH:15]([CH3:17])[CH3:16])[CH:12]([CH3:14])[CH3:13])[N:3]=1, predict the reactants needed to synthesize it. The reactants are: [Cl:1][C:2]1[C:7](I)=[CH:6][N:5]=[C:4]([N:9]=[CH:10][N:11]([CH:15]([CH3:17])[CH3:16])[CH:12]([CH3:14])[CH3:13])[N:3]=1.[Cl:18][C:19]1[CH:24]=[CH:23][C:22]([C:25]#[CH:26])=[CH:21][CH:20]=1. (2) Given the product [F:48][C:2]([F:1])([F:47])[C:3]1[CH:4]=[C:5]([C@H:13]2[O:17][C:16](=[O:18])[N:15]([CH2:19][C:20]3[CH2:25][C:24]([CH3:27])([CH3:26])[CH2:23][CH2:22][C:21]=3[C:28]3[CH:29]=[C:30]([C:36]4[CH2:41][CH2:40][CH:39]([C:42]([OH:44])=[O:43])[CH2:38][CH:37]=4)[CH:31]=[CH:32][C:33]=3[O:34][CH3:35])[C@H:14]2[CH3:46])[CH:6]=[C:7]([C:9]([F:11])([F:10])[F:12])[CH:8]=1, predict the reactants needed to synthesize it. The reactants are: [F:1][C:2]([F:48])([F:47])[C:3]1[CH:4]=[C:5]([C@H:13]2[O:17][C:16](=[O:18])[N:15]([CH2:19][C:20]3[CH2:25][C:24]([CH3:27])([CH3:26])[CH2:23][CH2:22][C:21]=3[C:28]3[CH:29]=[C:30]([C:36]4[CH2:41][CH2:40][CH:39]([C:42]([O:44]C)=[O:43])[CH2:38][CH:37]=4)[CH:31]=[CH:32][C:33]=3[O:34][CH3:35])[C@H:14]2[CH3:46])[CH:6]=[C:7]([C:9]([F:12])([F:11])[F:10])[CH:8]=1.[OH-].[Li+].Cl. (3) Given the product [CH2:38]([O:37][C:32](=[O:33])[CH2:31][C:30]([CH3:35])([CH3:36])[CH2:26][C:27]1[N:12]([CH2:11][C:1]2[C:10]3[C:5](=[CH:6][CH:7]=[CH:8][CH:9]=3)[CH:4]=[CH:3][CH:2]=2)[C:13]2[CH:18]=[CH:17][C:16]([C:19]#[N:20])=[CH:15][C:14]=2[N:21]=1)[CH3:39], predict the reactants needed to synthesize it. The reactants are: [C:1]1([CH2:11][NH:12][C:13]2[CH:18]=[CH:17][C:16]([C:19]#[N:20])=[CH:15][C:14]=2[N+:21]([O-])=O)[C:10]2[C:5](=[CH:6][CH:7]=[CH:8][CH:9]=2)[CH:4]=[CH:3][CH:2]=1.C([CH:26]([C:30]([CH3:36])([CH3:35])[CH2:31][C:32](Cl)=[O:33])[C:27](Cl)=O)C.[O:37]1CC[CH2:39][CH2:38]1.